Dataset: Forward reaction prediction with 1.9M reactions from USPTO patents (1976-2016). Task: Predict the product of the given reaction. (1) The product is: [CH3:25][C:5]1[CH:4]=[CH:3][C:2]([NH:1][C:31](=[O:32])[C:30]2[CH:34]=[CH:35][CH:36]=[C:28]([C:27]([F:26])([F:37])[F:38])[CH:29]=2)=[CH:7][C:6]=1[N:8]1[CH2:24][CH2:23][C:11]2[N:12]=[C:13]([NH:16][C:17]3[CH:18]=[N:19][CH:20]=[N:21][CH:22]=3)[N:14]=[CH:15][C:10]=2[CH2:9]1. Given the reactants [NH2:1][C:2]1[CH:3]=[CH:4][C:5]([CH3:25])=[C:6]([N:8]2[CH2:24][CH2:23][C:11]3[N:12]=[C:13]([NH:16][C:17]4[CH:18]=[N:19][CH:20]=[N:21][CH:22]=4)[N:14]=[CH:15][C:10]=3[CH2:9]2)[CH:7]=1.[F:26][C:27]([F:38])([F:37])[C:28]1[CH:29]=[C:30]([CH:34]=[CH:35][CH:36]=1)[C:31](O)=[O:32].CCN(C(C)C)C(C)C.CN(C(ON1N=NC2C=CC=NC1=2)=[N+](C)C)C.F[P-](F)(F)(F)(F)F, predict the reaction product. (2) Given the reactants [Cl:1][C:2]1[N:7]=[CH:6][C:5]([CH2:8][N:9]2[C:14]([CH3:15])=[CH:13][C:12](=[O:16])[N:11]3[N:17]=[C:18](S(C)(=O)=O)[N:19]=[C:10]23)=[CH:4][CH:3]=1.[CH3:24][O-:25].[Na+].CO, predict the reaction product. The product is: [Cl:1][C:2]1[N:7]=[CH:6][C:5]([CH2:8][N:9]2[C:14]([CH3:15])=[CH:13][C:12](=[O:16])[N:11]3[N:17]=[C:18]([O:25][CH3:24])[N:19]=[C:10]23)=[CH:4][CH:3]=1. (3) Given the reactants [H-].[Na+].N#N.CN1C(=O)CCC1.[C:12]([O:16][CH2:17][C@@H:18]([OH:20])[CH3:19])([CH3:15])([CH3:14])[CH3:13].F[C:22]1[CH:23]=[C:24]([CH:27]=[C:28]([O:30][C:31]2[CH:36]=[CH:35][C:34]([S:37]([CH3:40])(=[O:39])=[O:38])=[CH:33][CH:32]=2)[CH:29]=1)[C:25]#[N:26].[OH-].[Na+], predict the reaction product. The product is: [C:12]([O:16][CH2:17][C@H:18]([CH3:19])[O:20][C:22]1[CH:23]=[C:24]([CH:27]=[C:28]([O:30][C:31]2[CH:36]=[CH:35][C:34]([S:37]([CH3:40])(=[O:38])=[O:39])=[CH:33][CH:32]=2)[CH:29]=1)[C:25]#[N:26])([CH3:15])([CH3:14])[CH3:13]. (4) Given the reactants [F:1][C:2]([F:35])([F:34])[C:3]1[CH:4]=[C:5]([C:13]([N:15]2[CH2:20][CH2:19][C@H:18]([C:21]3[CH:26]=[CH:25][CH:24]=[C:23](Br)[CH:22]=3)[C@H:17]([C:28]3[CH:33]=[CH:32][CH:31]=[CH:30][CH:29]=3)[CH2:16]2)=[O:14])[CH:6]=[C:7]([C:9]([F:12])([F:11])[F:10])[CH:8]=1.[NH:36]1[CH2:41][CH2:40][O:39][CH2:38][CH2:37]1, predict the reaction product. The product is: [F:1][C:2]([F:35])([F:34])[C:3]1[CH:4]=[C:5]([C:13]([N:15]2[CH2:20][CH2:19][C@H:18]([C:21]3[CH:26]=[CH:25][CH:24]=[C:23]([N:36]4[CH2:41][CH2:40][O:39][CH2:38][CH2:37]4)[CH:22]=3)[C@H:17]([C:28]3[CH:33]=[CH:32][CH:31]=[CH:30][CH:29]=3)[CH2:16]2)=[O:14])[CH:6]=[C:7]([C:9]([F:12])([F:11])[F:10])[CH:8]=1. (5) Given the reactants [CH3:1][NH2:2].[C:3]1([CH3:13])[CH:8]=[CH:7][CH:6]=[C:5]([S:9](Cl)(=[O:11])=[O:10])[CH:4]=1, predict the reaction product. The product is: [CH3:1][NH:2][S:9]([C:5]1[CH:6]=[CH:7][CH:8]=[C:3]([CH3:13])[CH:4]=1)(=[O:11])=[O:10]. (6) Given the reactants [NH2:1][C:2]1[C:7]([CH3:8])=[CH:6][C:5]([OH:9])=[CH:4][C:3]=1[OH:10].C(=O)([O-])[O-].[K+].[K+].Br[CH2:18][C:19](Cl)=[O:20].Cl, predict the reaction product. The product is: [OH:9][C:5]1[CH:6]=[C:7]([CH3:8])[C:2]2[NH:1][C:19](=[O:20])[CH2:18][O:10][C:3]=2[CH:4]=1.